This data is from Forward reaction prediction with 1.9M reactions from USPTO patents (1976-2016). The task is: Predict the product of the given reaction. (1) Given the reactants [CH2:1]([CH:8]([C:14](=[O:16])[CH3:15])[C:9](OCC)=[O:10])[C:2]1[CH:7]=[CH:6][CH:5]=[CH:4][CH:3]=1.[BH4-].[Na+].[Na+].[Cl-], predict the reaction product. The product is: [CH2:1]([CH:8]([CH:14]([OH:16])[CH3:15])[CH2:9][OH:10])[C:2]1[CH:7]=[CH:6][CH:5]=[CH:4][CH:3]=1. (2) Given the reactants C([O:3][C:4]([C:6]1([NH:11][C:12]([CH:14]2[CH2:18][CH:17]([O:19][C:20]3[C:29]4[C:24](=[CH:25][C:26]([O:30][CH3:31])=[CH:27][CH:28]=4)[N:23]=[C:22]([C:32]4[CH:37]=[CH:36][CH:35]=[CH:34][CH:33]=4)[CH:21]=3)[CH2:16][NH:15]2)=[O:13])[CH2:8][CH:7]1[CH:9]=[CH2:10])=[O:5])C.C(OC(C1(NC(C2CC(OC3C4C(=CC(OC)=CC=4)N=C(C4C=CC=CC=4)C=3)CN2C(=O)NC([C:82](=[O:94])[NH:83][CH:84]2[C:92]3[C:87](=[CH:88][CH:89]=[CH:90][CH:91]=3)[CH2:86][CH:85]2[OH:93])C(C)(C)C)=O)CC1C=C)=O)C.C1C2C(=CC=CC=2)[C@H](N)[C@@H]1O.OC1CC2C(=CC=CC=2)C1NC(C(N1CC(OC2C3C(=CC(OC)=CC=3)C=C(C3C=CC=CC=3)C=2)CC1C1(C(O)=O)CC1C=C)C(C)(C)C)=O, predict the reaction product. The product is: [OH:93][C@@H:85]1[CH2:86][C:87]2[C:92](=[CH:91][CH:90]=[CH:89][CH:88]=2)[C@@H:84]1[NH:83][C:82]([N:15]1[CH2:16][C@H:17]([O:19][C:20]2[C:29]3[C:24](=[CH:25][C:26]([O:30][CH3:31])=[CH:27][CH:28]=3)[N:23]=[C:22]([C:32]3[CH:37]=[CH:36][CH:35]=[CH:34][CH:33]=3)[CH:21]=2)[CH2:18][C@H:14]1[C:12]([NH:11][C@:6]1([C:4]([OH:3])=[O:5])[CH2:8][C@H:7]1[CH:9]=[CH2:10])=[O:13])=[O:94]. (3) Given the reactants CC1(C)O[O:3]1.C([Si]([O:13][C:14]1[CH:19]=[CH:18][C@@H:17]([O:20][CH2:21][C:22]2[CH:27]=[CH:26][C:25]([O:28][CH3:29])=[CH:24][CH:23]=2)[CH2:16][CH:15]=1)(C)C)(C)(C)C, predict the reaction product. The product is: [OH:3][C@@H:15]1[C:14](=[O:13])[CH:19]=[CH:18][C@@H:17]([O:20][CH2:21][C:22]2[CH:27]=[CH:26][C:25]([O:28][CH3:29])=[CH:24][CH:23]=2)[CH2:16]1.